From a dataset of Full USPTO retrosynthesis dataset with 1.9M reactions from patents (1976-2016). Predict the reactants needed to synthesize the given product. (1) The reactants are: [C:1]([CH2:3][CH2:4][C@H:5]1[CH2:9][C@H:8]([C:10]([O:12]CC=C)=[O:11])[C@H:7]([CH3:16])[CH2:6]1)#[N:2].N1CCCC1.C1(NC2CCCCC2)CCCCC1.Cl. Given the product [C:1]([CH2:3][CH2:4][C@H:5]1[CH2:9][C@H:8]([C:10]([OH:12])=[O:11])[C@H:7]([CH3:16])[CH2:6]1)#[N:2], predict the reactants needed to synthesize it. (2) The reactants are: C(NC(C)C)(C)C.[Li]CCCC.[Cl:13][C:14]1[CH:15]=[N:16][CH:17]=[C:18]([O:20][CH2:21][O:22][CH3:23])[CH:19]=1.[CH:24](OCC)=[O:25]. Given the product [Cl:13][C:14]1[CH:15]=[N:16][CH:17]=[C:18]([O:20][CH2:21][O:22][CH3:23])[C:19]=1[CH:24]=[O:25], predict the reactants needed to synthesize it. (3) Given the product [CH3:21][C:3]1[C:2]([C:27]2[N:31]([C:32]3[CH:39]=[CH:38][C:35]([C:36]#[N:37])=[CH:34][CH:33]=3)[N:30]=[CH:29][CH:28]=2)=[CH:7][N:6]2[CH:8]=[CH:9][N:10]=[C:5]2[C:4]=1[C:11]1[CH:16]=[CH:15][CH:14]=[C:13]([C:17]([F:20])([F:19])[F:18])[CH:12]=1, predict the reactants needed to synthesize it. The reactants are: Br[C:2]1[C:3]([CH3:21])=[C:4]([C:11]2[CH:16]=[CH:15][CH:14]=[C:13]([C:17]([F:20])([F:19])[F:18])[CH:12]=2)[C:5]2[N:6]([CH:8]=[CH:9][N:10]=2)[CH:7]=1.C([Sn](CCCC)(CCCC)[C:27]1[N:31]([C:32]2[CH:39]=[CH:38][C:35]([C:36]#[N:37])=[CH:34][CH:33]=2)[N:30]=[CH:29][CH:28]=1)CCC. (4) The reactants are: [N:1]1[C:5]2[CH:6]=[CH:7][CH:8]=[CH:9][C:4]=2[NH:3][CH:2]=1.C([O-])([O-])=O.[K+].[K+].Br[CH2:17][C:18]1[CH:23]=[CH:22][C:21]([C:24]2[CH:28]=[C:27]([C:29]([NH2:31])=[O:30])[O:26][N:25]=2)=[CH:20][CH:19]=1. Given the product [N:1]1([CH2:17][C:18]2[CH:19]=[CH:20][C:21]([C:24]3[CH:28]=[C:27]([C:29]([NH2:31])=[O:30])[O:26][N:25]=3)=[CH:22][CH:23]=2)[C:5]2[CH:6]=[CH:7][CH:8]=[CH:9][C:4]=2[N:3]=[CH:2]1, predict the reactants needed to synthesize it.